Dataset: Reaction yield outcomes from USPTO patents with 853,638 reactions. Task: Predict the reaction yield, written as a fraction of the theoretical maximum amount of product (1.0 means a 100% yield; for example, 0.34 means a 34% yield). (1) The reactants are C[O:2][C:3]1[CH:19]=[CH:18][C:6]2[CH2:7][C@@H:8]([CH2:13][C:14]([O:16][CH3:17])=[O:15])[C:9](=[O:12])[NH:10][CH2:11][C:5]=2[CH:4]=1.B(Br)(Br)Br.CO. The catalyst is C(Cl)(Cl)Cl.O.CO. The product is [OH:2][C:3]1[CH:19]=[CH:18][C:6]2[CH2:7][C@@H:8]([CH2:13][C:14]([O:16][CH3:17])=[O:15])[C:9](=[O:12])[NH:10][CH2:11][C:5]=2[CH:4]=1. The yield is 0.680. (2) The reactants are [H-].[Na+].[C:3]1([C:9]2[CH:14]=[CH:13][C:12]([OH:15])=[CH:11][CH:10]=2)[CH:8]=[CH:7][CH:6]=[CH:5][CH:4]=1.[CH3:16][O:17][C:18]([C:20]1[O:21][C:22]([CH2:25]Cl)=[CH:23][CH:24]=1)=[O:19]. The catalyst is CN(C)C=O. The product is [CH3:16][O:17][C:18]([C:20]1[O:21][C:22]([CH2:25][O:15][C:12]2[CH:11]=[CH:10][C:9]([C:3]3[CH:4]=[CH:5][CH:6]=[CH:7][CH:8]=3)=[CH:14][CH:13]=2)=[CH:23][CH:24]=1)=[O:19]. The yield is 0.460. (3) The reactants are [Li+].[BH4-].CO.[H][H].C([O:9][C:10](=O)[C:11]([CH3:19])([CH3:18])[CH2:12][CH2:13][CH2:14][CH2:15][CH2:16][Br:17])C.Cl.[Cl-].[NH4+]. The catalyst is ClCCl. The product is [Br:17][CH2:16][CH2:15][CH2:14][CH2:13][CH2:12][C:11]([CH3:19])([CH3:18])[CH2:10][OH:9]. The yield is 0.880. (4) The yield is 0.750. The product is [Br:20][C:9]1[C:10]2[C:5](=[CH:4][C:3]([O:2][CH3:1])=[C:12]([O:13][CH3:14])[CH:11]=2)[C:6]([C:16]#[N:17])=[CH:7][N:8]=1. The catalyst is C1(OC)C=CC=CC=1. The reactants are [CH3:1][O:2][C:3]1[CH:4]=[C:5]2[C:10](=[CH:11][C:12]=1[O:13][CH3:14])[C:9](=O)[NH:8][CH:7]=[C:6]2[C:16]#[N:17].P(Br)(Br)([Br:20])=O.C(Cl)Cl. (5) The reactants are [CH2:1]([C:11]1[O:20][C:14]2=[N:15][C:16](=[O:19])[NH:17][CH:18]=[C:13]2[CH:12]=1)[CH2:2][CH2:3][CH2:4][CH2:5][CH2:6][CH2:7][CH2:8][CH2:9][CH3:10].C(=O)([O-])[O-].[K+].[K+].Br[CH2:28][CH:29]1[CH2:34][CH2:33][CH2:32][CH2:31][O:30]1. The catalyst is CN(C=O)C. The product is [CH2:1]([C:11]1[O:20][C:14]2[N:15]=[C:16]([O:19][CH2:28][CH:29]3[CH2:34][CH2:33][CH2:32][CH2:31][O:30]3)[N:17]=[CH:18][C:13]=2[CH:12]=1)[CH2:2][CH2:3][CH2:4][CH2:5][CH2:6][CH2:7][CH2:8][CH2:9][CH3:10]. The yield is 0.300. (6) The reactants are [S:1]1[CH:5]=[CH:4][CH:3]=[C:2]1[C:6]1[CH:11]=[CH:10][C:9]([NH:12]C(=O)OC(C)(C)C)=[C:8]([NH:20][C:21](=[O:25])[O:22][CH2:23][CH3:24])[CH:7]=1.Cl. The catalyst is CO.O1CCOCC1. The product is [NH2:12][C:9]1[CH:10]=[CH:11][C:6]([C:2]2[S:1][CH:5]=[CH:4][CH:3]=2)=[CH:7][C:8]=1[NH:20][C:21](=[O:25])[O:22][CH2:23][CH3:24]. The yield is 0.690. (7) The reactants are Br[C:2]1[CH:19]=[CH:18][C:5]2[N:6]([C:12]3[CH:17]=[CH:16][CH:15]=[CH:14][CH:13]=3)[CH2:7][CH2:8][N:9]([CH3:11])[CH2:10][C:4]=2[CH:3]=1.B1(B2OC(C)(C)C(C)(C)O2)OC(C)(C)C(C)(C)O1.C([O-])(=O)C.[K+].C(=O)([O-])[O-].[Cs+].[Cs+].Cl[C:50]1[N:51]=[N:52][C:53]([CH3:56])=[CH:54][CH:55]=1. The catalyst is C1C=CC([PH+]([C]2[CH][CH][CH][CH]2)C2C=CC=CC=2)=CC=1.C1C=CC([PH+]([C]2[CH][CH][CH][CH]2)C2C=CC=CC=2)=CC=1.C(Cl)Cl.Cl[Pd]Cl.[Fe].O.CN(C=O)C. The product is [CH3:11][N:9]1[CH2:10][C:4]2[CH:3]=[C:2]([C:50]3[N:51]=[N:52][C:53]([CH3:56])=[CH:54][CH:55]=3)[CH:19]=[CH:18][C:5]=2[N:6]([C:12]2[CH:17]=[CH:16][CH:15]=[CH:14][CH:13]=2)[CH2:7][CH2:8]1. The yield is 0.670. (8) The reactants are Br[C:2]1[C:7]2[S:8][C:9]([C:11]3[C:16]([Cl:17])=[CH:15][CH:14]=[CH:13][C:12]=3[Cl:18])=[N:10][C:6]=2[CH:5]=[CH:4][N:3]=1.[NH:19]1[CH:23]=[C:22]([NH2:24])[CH:21]=[N:20]1.CC1(C)C2C(=C(P(C3C=CC=CC=3)C3C=CC=CC=3)C=CC=2)OC2C(P(C3C=CC=CC=3)C3C=CC=CC=3)=CC=CC1=2.C([O-])([O-])=O.[Cs+].[Cs+]. The catalyst is O1CCOCC1.C1C=CC(/C=C/C(/C=C/C2C=CC=CC=2)=O)=CC=1.C1C=CC(/C=C/C(/C=C/C2C=CC=CC=2)=O)=CC=1.C1C=CC(/C=C/C(/C=C/C2C=CC=CC=2)=O)=CC=1.[Pd].[Pd]. The product is [Cl:18][C:12]1[CH:13]=[CH:14][CH:15]=[C:16]([Cl:17])[C:11]=1[C:9]1[S:8][C:7]2[C:2]([NH:24][C:22]3[CH:23]=[N:19][NH:20][CH:21]=3)=[N:3][CH:4]=[CH:5][C:6]=2[N:10]=1. The yield is 0.200. (9) The reactants are [C:1]([N:4]1[CH2:9][CH2:8][N:7]([C:10]2[CH:17]=[C:16]([O:18][CH3:19])[C:15]([N+:20]([O-])=O)=[CH:14][C:11]=2[C:12]#[N:13])[CH2:6][CH2:5]1)(=[O:3])[CH3:2]. The catalyst is C(OCC)(=O)C.C(O)C.[Pt](=O)=O. The product is [C:1]([N:4]1[CH2:9][CH2:8][N:7]([C:10]2[CH:17]=[C:16]([O:18][CH3:19])[C:15]([NH2:20])=[CH:14][C:11]=2[C:12]#[N:13])[CH2:6][CH2:5]1)(=[O:3])[CH3:2]. The yield is 0.900.